From a dataset of NCI-60 drug combinations with 297,098 pairs across 59 cell lines. Regression. Given two drug SMILES strings and cell line genomic features, predict the synergy score measuring deviation from expected non-interaction effect. (1) Drug 2: CS(=O)(=O)CCNCC1=CC=C(O1)C2=CC3=C(C=C2)N=CN=C3NC4=CC(=C(C=C4)OCC5=CC(=CC=C5)F)Cl. Synergy scores: CSS=3.18, Synergy_ZIP=-3.03, Synergy_Bliss=-4.14, Synergy_Loewe=-2.57, Synergy_HSA=-2.49. Drug 1: C1=CC=C(C=C1)NC(=O)CCCCCCC(=O)NO. Cell line: HCT-15. (2) Drug 1: CC12CCC3C(C1CCC2O)C(CC4=C3C=CC(=C4)O)CCCCCCCCCS(=O)CCCC(C(F)(F)F)(F)F. Drug 2: CNC(=O)C1=NC=CC(=C1)OC2=CC=C(C=C2)NC(=O)NC3=CC(=C(C=C3)Cl)C(F)(F)F. Cell line: HS 578T. Synergy scores: CSS=-6.20, Synergy_ZIP=2.61, Synergy_Bliss=0.0200, Synergy_Loewe=-4.84, Synergy_HSA=-4.80.